This data is from Full USPTO retrosynthesis dataset with 1.9M reactions from patents (1976-2016). The task is: Predict the reactants needed to synthesize the given product. Given the product [Cl:39][C:8]1([C:7]2[C:6]([CH3:23])=[CH:5][C:4]([C:24]3[CH:25]=[CH:26][C:27]([Cl:30])=[CH:28][CH:29]=3)=[CH:3][C:2]=2[Cl:1])[C:12](=[O:13])[C:11]2([CH2:14][CH2:15][N:16]([O:19][CH3:20])[CH2:17][CH2:18]2)[N:10]([CH3:21])[C:9]1=[O:22], predict the reactants needed to synthesize it. The reactants are: [Cl:1][C:2]1[CH:3]=[C:4]([C:24]2[CH:29]=[CH:28][C:27]([Cl:30])=[CH:26][CH:25]=2)[CH:5]=[C:6]([CH3:23])[C:7]=1[C:8]1[C:9](=[O:22])[N:10]([CH3:21])[C:11]2([CH2:18][CH2:17][N:16]([O:19][CH3:20])[CH2:15][CH2:14]2)[C:12]=1[OH:13].C(=O)([O-])O.[Na+].S(Cl)([Cl:39])(=O)=O.C(=O)([O-])[O-].[Na+].[Na+].